This data is from Reaction yield outcomes from USPTO patents with 853,638 reactions. The task is: Predict the reaction yield, written as a fraction of the theoretical maximum amount of product (1.0 means a 100% yield; for example, 0.34 means a 34% yield). (1) The reactants are Cl[C:2]1[C:3](=[O:10])[O:4][C:5]([CH3:9])=[C:6]([Cl:8])[N:7]=1.[F:11][C:12]1[CH:18]=[C:17]([I:19])[CH:16]=[CH:15][C:13]=1[NH2:14].O. The catalyst is O1CCCC1. The product is [Cl:8][C:6]1[N:7]=[C:2]([NH:14][C:13]2[CH:15]=[CH:16][C:17]([I:19])=[CH:18][C:12]=2[F:11])[C:3](=[O:10])[O:4][C:5]=1[CH3:9]. The yield is 0.800. (2) The reactants are [CH3:1][O:2][C:3]1[CH:4]=[CH:5][C:6]([CH:9]=O)=[CH:7][CH:8]=1.[C:11](#[N:15])[CH2:12][C:13]#[N:14].C(N(CC)CC)C.[C:23]1([N:29]2[C:33](=[O:34])[CH2:32][C:31]([C:35]3[CH:40]=[CH:39][CH:38]=[CH:37][CH:36]=3)=[N:30]2)C=CC=CC=1. The yield is 0.870. The catalyst is C(O)C. The product is [NH2:14][C:13]1[O:34][C:33]2[N:29]([CH3:23])[N:30]=[C:31]([C:35]3[CH:40]=[CH:39][CH:38]=[CH:37][CH:36]=3)[C:32]=2[CH:9]([C:6]2[CH:7]=[CH:8][C:3]([O:2][CH3:1])=[CH:4][CH:5]=2)[C:12]=1[C:11]#[N:15]. (3) The reactants are [NH2:1][C:2]1[C:3]([C:7](=[S:17])[NH:8][C:9]2[CH:14]=[CH:13][C:12]([F:15])=[C:11]([Br:16])[CH:10]=2)=[N:4][S:5][N:6]=1.F[C:19](F)(F)S(OC)(=O)=O.C(N(CC)C(C)C)(C)C. The catalyst is ClCCl. The product is [NH2:1][C:2]1[C:3]([C:7]([S:17][CH3:19])=[N:8][C:9]2[CH:14]=[CH:13][C:12]([F:15])=[C:11]([Br:16])[CH:10]=2)=[N:4][S:5][N:6]=1. The yield is 0.980. (4) The reactants are [CH:1](OC)=[O:2].[CH3:5][O:6][C:7]1[CH:16]=[C:15]([O:17][CH3:18])[CH:14]=[C:13]2[C:8]=1[C:9](=[O:31])[NH:10][C:11]([C:19]1[CH:24]=[CH:23][C:22]([N:25]3[CH2:30][CH2:29][NH:28][CH2:27][CH2:26]3)=[CH:21][CH:20]=1)=[N:12]2. No catalyst specified. The product is [CH3:5][O:6][C:7]1[CH:16]=[C:15]([O:17][CH3:18])[CH:14]=[C:13]2[C:8]=1[C:9](=[O:31])[NH:10][C:11]([C:19]1[CH:24]=[CH:23][C:22]([N:25]3[CH2:26][CH2:27][N:28]([CH:1]=[O:2])[CH2:29][CH2:30]3)=[CH:21][CH:20]=1)=[N:12]2. The yield is 0.990. (5) The reactants are [NH2:1][C@@H:2]1[C:11]2[C:6](=[CH:7][CH:8]=[CH:9][CH:10]=2)[C@H:5]([OH:12])[CH2:4][CH2:3]1.[H-].[Na+].F[C:16]1[CH:17]=[CH:18][C:19]2[N:20]([C:22]([N:25]3[CH2:30][CH2:29][CH:28]([CH2:31][CH2:32][O:33][Si:34]([CH:41]([CH3:43])[CH3:42])([CH:38]([CH3:40])[CH3:39])[CH:35]([CH3:37])[CH3:36])[CH2:27][CH2:26]3)=[N:23][N:24]=2)[CH:21]=1. The catalyst is CN(C=O)C.O. The product is [CH:38]([Si:34]([CH:35]([CH3:37])[CH3:36])([CH:41]([CH3:43])[CH3:42])[O:33][CH2:32][CH2:31][CH:28]1[CH2:29][CH2:30][N:25]([C:22]2[N:20]3[CH:21]=[C:16]([O:12][C@H:5]4[C:6]5[C:11](=[CH:10][CH:9]=[CH:8][CH:7]=5)[C@@H:2]([NH2:1])[CH2:3][CH2:4]4)[CH:17]=[CH:18][C:19]3=[N:24][N:23]=2)[CH2:26][CH2:27]1)([CH3:39])[CH3:40]. The yield is 0.420. (6) The reactants are [O:1]1[C:5]2[C:6]3[C:7](=[CH:13][C:14]#[N:15])[CH2:8][CH2:9][C:10]=3[CH:11]=[CH:12][C:4]=2[N:3]=[CH:2]1.N.C(O)C. The catalyst is C(O)C.[Co]. The product is [O:1]1[C:5]2[C:6]3[C:7](=[CH:13][CH2:14][NH2:15])[CH2:8][CH2:9][C:10]=3[CH:11]=[CH:12][C:4]=2[N:3]=[CH:2]1. The yield is 0.280.